This data is from Forward reaction prediction with 1.9M reactions from USPTO patents (1976-2016). The task is: Predict the product of the given reaction. (1) Given the reactants [CH3:1]COCC.[CH3:6][N:7]([CH3:21])[C:8]1([C:15]2[CH:20]=[CH:19][CH:18]=[CH:17][CH:16]=2)[CH2:13][CH2:12][C:11](=O)[CH2:10][CH2:9]1, predict the reaction product. The product is: [CH3:6][N:7]([CH3:21])[C:8]1([C:15]2[CH:20]=[CH:19][CH:18]=[CH:17][CH:16]=2)[CH2:13][CH2:12][C:11](=[CH2:1])[CH2:10][CH2:9]1. (2) Given the reactants C([O:8][C:9]1[CH:14]=[CH:13][CH:12]=[C:11](Br)[CH:10]=1)C1C=CC=CC=1.Cl.[F:17][C:18]1([F:24])[CH2:23][CH2:22][NH:21][CH2:20][CH2:19]1.CN(C1C(C2C(P(C3CCCCC3)C3CCCCC3)=CC=CC=2)=CC=CC=1)C.C([O-])(C)(C)C.[K+].C([SiH](CC)CC)C, predict the reaction product. The product is: [F:17][C:18]1([F:24])[CH2:23][CH2:22][N:21]([C:11]2[CH:10]=[C:9]([OH:8])[CH:14]=[CH:13][CH:12]=2)[CH2:20][CH2:19]1.